Dataset: Full USPTO retrosynthesis dataset with 1.9M reactions from patents (1976-2016). Task: Predict the reactants needed to synthesize the given product. (1) Given the product [Cl:1][C:2]1[CH:3]=[C:4]([C:12]2[O:16][N:15]=[C:14]([C:17]3[CH:22]=[CH:21][C:20]([OH:23])=[CH:19][C:18]=3[CH3:32])[N:13]=2)[CH:5]=[CH:6][C:7]=1[O:8][CH:9]([CH3:10])[CH3:11], predict the reactants needed to synthesize it. The reactants are: [Cl:1][C:2]1[CH:3]=[C:4]([C:12]2[O:16][N:15]=[C:14]([C:17]3[CH:22]=[CH:21][C:20]([O:23]COCC[Si](C)(C)C)=[CH:19][C:18]=3[CH3:32])[N:13]=2)[CH:5]=[CH:6][C:7]=1[O:8][CH:9]([CH3:11])[CH3:10].CCCC[N+](CCCC)(CCCC)CCCC.[F-]. (2) Given the product [O:25]1[CH:26]=[CH:27][CH:28]=[C:24]1[C:7]1[CH:8]=[CH:9][C:4]([C:1](=[O:3])[CH3:2])=[C:5]([CH3:18])[CH:6]=1, predict the reactants needed to synthesize it. The reactants are: [C:1]([C:4]1[CH:9]=[CH:8][C:7](OS(C(F)(F)F)(=O)=O)=[CH:6][C:5]=1[CH3:18])(=[O:3])[CH3:2].C([Sn](CCCC)(CCCC)[C:24]1[O:25][CH:26]=[CH:27][CH:28]=1)CCC.[Cl-].[Li+].